Predict which catalyst facilitates the given reaction. From a dataset of Catalyst prediction with 721,799 reactions and 888 catalyst types from USPTO. (1) Reactant: [Mg+2].[I-].[I-].[Cl:4][CH2:5][CH2:6][CH2:7][N:8]1[C:16]2[C:11](=[CH:12][CH:13]=[CH:14][C:15]=2[CH2:17][CH3:18])[CH:10]=[CH:9]1.[Cl:19][C:20]1[CH:25]=[CH:24][C:23]([CH2:26][N:27]=[C:28]=[O:29])=[CH:22][C:21]=1[Cl:30]. Product: [Cl:4][CH2:5][CH2:6][CH2:7][N:8]1[C:16]2[C:11](=[CH:12][CH:13]=[CH:14][C:15]=2[CH2:17][CH3:18])[C:10]([C:28]([NH:27][CH2:26][C:23]2[CH:24]=[CH:25][C:20]([Cl:19])=[C:21]([Cl:30])[CH:22]=2)=[O:29])=[CH:9]1. The catalyst class is: 26. (2) Reactant: [Cl:1][CH:2]1[CH:13]([CH3:14])[CH:12]2[CH:4]([C@@:5]3([CH:42]=[O:43])[CH2:26][C@H:9]4[C@@:10]([CH2:15]OCC5C=CC(OC)=CC=5)([CH2:11]2)[C@:6]3([C:30]([O:32]CC2C=CC(OC)=CC=2)=[O:31])[C:7]([CH:27]([CH3:29])[CH3:28])=[CH:8]4)[CH2:3]1.[CH3:44][OH:45]. Product: [OH:45][CH2:44][CH2:15][C@@:10]12[C@@H:9]3[CH2:26][C@@:5]([CH:42]=[O:43])([C@:6]1([C:30]([OH:32])=[O:31])[C:7]([CH:27]([CH3:29])[CH3:28])=[CH:8]3)[CH:4]1[CH:12]([CH:13]([CH3:14])[CH:2]([Cl:1])[CH2:3]1)[CH2:11]2. The catalyst class is: 723. (3) Reactant: [Cl-].[NH4+].O.[CH2:4]([O:9][C:10]1[CH:17]=[CH:16][C:15]([N+:18]([O-])=O)=[CH:14][C:11]=1[C:12]#[N:13])[C:5]([CH3:8])([CH3:7])[CH3:6]. Product: [NH2:18][C:15]1[CH:16]=[CH:17][C:10]([O:9][CH2:4][C:5]([CH3:8])([CH3:7])[CH3:6])=[C:11]([CH:14]=1)[C:12]#[N:13]. The catalyst class is: 679. (4) Reactant: ClN1C(=O)CCC1=O.[I-:9].[Na+].[CH3:11][O:12][C:13]([C:15]1[NH:19][C:18]2[C:20]([Br:23])=[CH:21][S:22][C:17]=2[CH:16]=1)=[O:14].[O-]S([O-])=O.[Na+].[Na+]. Product: [CH3:11][O:12][C:13]([C:15]1[NH:19][C:18]2[C:20]([Br:23])=[CH:21][S:22][C:17]=2[C:16]=1[I:9])=[O:14]. The catalyst class is: 21.